This data is from Full USPTO retrosynthesis dataset with 1.9M reactions from patents (1976-2016). The task is: Predict the reactants needed to synthesize the given product. (1) Given the product [C:1]([O:5][C:6]([N:8]1[CH2:13][CH2:12][N:11]([C:14]2[CH:15]=[N:16][C:17]([NH:20][C:36]3[N:35]=[C:34]([NH2:33])[C:39]([C:40](=[O:42])[CH3:41])=[CH:38][N:37]=3)=[CH:18][CH:19]=2)[CH2:10][CH2:9]1)=[O:7])([CH3:4])([CH3:2])[CH3:3], predict the reactants needed to synthesize it. The reactants are: [C:1]([O:5][C:6]([N:8]1[CH2:13][CH2:12][N:11]([C:14]2[CH:15]=[N:16][C:17]([NH:20]C=O)=[CH:18][CH:19]=2)[CH2:10][CH2:9]1)=[O:7])([CH3:4])([CH3:3])[CH3:2].C[Si]([N-][Si](C)(C)C)(C)C.[Li+].[NH2:33][C:34]1[C:39]([C:40](=[O:42])[CH3:41])=[CH:38][N:37]=[C:36](S(C)=O)[N:35]=1.CO. (2) Given the product [CH3:11][O:12][C:13]1[CH:18]=[C:17]([O:19][CH3:20])[CH:16]=[CH:15][C:14]=1[CH2:21][CH2:22][CH:23]1[NH:10][CH2:9][CH2:8][N:3]2[C:2]([CH3:1])=[N:6][C:5]([CH3:7])=[C:4]12, predict the reactants needed to synthesize it. The reactants are: [CH3:1][C:2]1[N:3]([CH2:8][CH2:9][NH2:10])[CH:4]=[C:5]([CH3:7])[N:6]=1.[CH3:11][O:12][C:13]1[CH:18]=[C:17]([O:19][CH3:20])[CH:16]=[CH:15][C:14]=1[CH2:21][CH2:22][CH:23]=O. (3) Given the product [NH4+:1].[OH-:14].[CH3:11][C:4]12[CH2:5][NH:6][C:7]3[C:3]1=[C:2]([CH:10]=[CH:9][CH:8]=3)[NH:1][C:13](=[O:15])[CH2:12]2, predict the reactants needed to synthesize it. The reactants are: [NH2:1][C:2]1[CH:10]=[CH:9][CH:8]=[C:7]2[C:3]=1[C:4]([CH2:12][C:13]([O:15]CC)=[O:14])([CH3:11])[CH2:5][NH:6]2.C1(C)C=CC(S(O)(=O)=O)=CC=1. (4) Given the product [CH3:19][O:20][C:21]1[C:22](=[O:43])[C:23]([CH3:42])=[C:24]([CH2:30][C:31]2[CH:32]=[CH:33][C:34]([O:40][CH3:41])=[C:35]([CH:39]=2)[C:36]([N:1]2[CH2:6][CH2:5][CH2:4][CH2:3][CH2:2]2)=[O:37])[C:25](=[O:29])[C:26]=1[O:27][CH3:28], predict the reactants needed to synthesize it. The reactants are: [NH:1]1[CH2:6][CH2:5][CH2:4][CH2:3][CH2:2]1.Cl.C(N=C=NCCCN(C)C)C.[CH3:19][O:20][C:21]1[C:22](=[O:43])[C:23]([CH3:42])=[C:24]([CH2:30][C:31]2[CH:32]=[CH:33][C:34]([O:40][CH3:41])=[C:35]([CH:39]=2)[C:36](O)=[O:37])[C:25](=[O:29])[C:26]=1[O:27][CH3:28]. (5) Given the product [C:1]([N:4]1[C:13]2[C:8](=[CH:9][C:10]([C:14]3[CH:15]=[CH:16][C:17]([C:18]([NH2:38])=[O:19])=[CH:21][CH:22]=3)=[CH:11][CH:12]=2)[C@H:7]([NH:23][C:24]2[CH:29]=[CH:28][C:27]([Cl:30])=[CH:26][CH:25]=2)[CH2:6][C@@H:5]1[CH3:31])(=[O:3])[CH3:2], predict the reactants needed to synthesize it. The reactants are: [C:1]([N:4]1[C:13]2[C:8](=[CH:9][C:10]([C:14]3[CH:22]=[CH:21][C:17]([C:18](O)=[O:19])=[CH:16][CH:15]=3)=[CH:11][CH:12]=2)[C@H:7]([NH:23][C:24]2[CH:29]=[CH:28][C:27]([Cl:30])=[CH:26][CH:25]=2)[CH2:6][C@@H:5]1[CH3:31])(=[O:3])[CH3:2].C1C=CC2N(O)N=[N:38]C=2C=1.N.C(Cl)CCl.C(N1CCOCC1)C.CCN=C=NCCCN(C)C. (6) Given the product [CH:1]1([C:7]2[CH:8]=[C:9]3[C:19](=[CH:20][CH:21]=2)[O:18][C:12]2([CH2:17][CH2:16][CH2:15][O:14][CH2:13]2)[CH2:11]/[C:10]/3=[N:29]\[C:28]#[N:27])[CH2:6][CH2:5][CH2:4][CH2:3][CH2:2]1, predict the reactants needed to synthesize it. The reactants are: [CH:1]1([C:7]2[CH:8]=[C:9]3[C:19](=[CH:20][CH:21]=2)[O:18][C:12]2([CH2:17][CH2:16][CH2:15][O:14][CH2:13]2)[CH2:11][C:10]3=O)[CH2:6][CH2:5][CH2:4][CH2:3][CH2:2]1.C[Si]([N:27]=[C:28]=[N:29][Si](C)(C)C)(C)C. (7) Given the product [CH3:21][S:18]([C:13]1[CH:14]=[CH:15][CH:16]=[CH:17][C:12]=1[CH2:11][NH:10][C:6]1[C:5]2[N:4]([N:3]=[C:2]([NH:36][C:33]3[CH:32]=[CH:31][C:30]([N:27]4[CH2:26][CH2:25][N:24]([CH3:23])[CH2:29][CH2:28]4)=[CH:35][CH:34]=3)[N:22]=2)[CH:9]=[CH:8][CH:7]=1)(=[O:20])=[O:19], predict the reactants needed to synthesize it. The reactants are: Cl[C:2]1[N:22]=[C:5]2[C:6]([NH:10][CH2:11][C:12]3[CH:17]=[CH:16][CH:15]=[CH:14][C:13]=3[S:18]([CH3:21])(=[O:20])=[O:19])=[CH:7][CH:8]=[CH:9][N:4]2[N:3]=1.[CH3:23][N:24]1[CH2:29][CH2:28][N:27]([C:30]2[CH:35]=[CH:34][C:33]([NH2:36])=[CH:32][CH:31]=2)[CH2:26][CH2:25]1.C1(P(C2CCCCC2)C2C=CC=CC=2C2C=CC=CC=2P(C2CCCCC2)C2CCCCC2)CCCCC1. (8) Given the product [CH3:29][C:30]1([CH3:35])[CH2:34][CH2:33][N:32]([C:26]([CH:24]2[CH2:23][CH2:22][C:21]3[C:14]4[C:13]([NH:12][C:4]5[CH:5]=[C:6]6[C:10](=[CH:11][C:3]=5[O:2][CH3:1])[NH:9][N:8]=[CH:7]6)=[N:18][CH:17]=[N:16][C:15]=4[S:19][C:20]=3[CH2:25]2)=[O:27])[CH2:31]1, predict the reactants needed to synthesize it. The reactants are: [CH3:1][O:2][C:3]1[CH:11]=[C:10]2[C:6]([CH:7]=[N:8][NH:9]2)=[CH:5][C:4]=1[NH:12][C:13]1[C:14]2[C:21]3[CH2:22][CH2:23][CH:24]([C:26](O)=[O:27])[CH2:25][C:20]=3[S:19][C:15]=2[N:16]=[CH:17][N:18]=1.[CH3:29][C:30]1([CH3:35])[CH2:34][CH2:33][NH:32][CH2:31]1. (9) The reactants are: C([C@@H]([C@H](C(O)=O)O)O)(O)=O.[CH:11]([O:14][C:15]([C@@H:17]([NH:19][P@:20]([CH2:29][O:30][C@H:31]([CH3:43])[CH2:32][N:33]1[CH:41]=[N:40][C:39]2[C:34]1=[N:35][CH:36]=[N:37][C:38]=2[NH2:42])([O:22][C:23]1[CH:28]=[CH:27][CH:26]=[CH:25][CH:24]=1)=[O:21])[CH3:18])=[O:16])([CH3:13])[CH3:12].N. Given the product [CH:11]([O:14][C:15]([C@@H:17]([NH:19][P@:20]([CH2:29][O:30][C@H:31]([CH3:43])[CH2:32][N:33]1[CH:41]=[N:40][C:39]2[C:34]1=[N:35][CH:36]=[N:37][C:38]=2[NH2:42])([O:22][C:23]1[CH:28]=[CH:27][CH:26]=[CH:25][CH:24]=1)=[O:21])[CH3:18])=[O:16])([CH3:12])[CH3:13], predict the reactants needed to synthesize it. (10) The reactants are: [Cl:1][C:2]1[CH:3]=[C:4]2[C:9](=[CH:10][C:11]=1F)[O:8][CH:7]([C:13]([F:16])([F:15])[F:14])[C:6]([C:17]([O:19][CH2:20][CH3:21])=[O:18])=[CH:5]2.[CH2:22]([NH2:27])[CH2:23][CH:24]([CH3:26])[CH3:25].C([O-])([O-])=O.[K+].[K+]. Given the product [Cl:1][C:2]1[CH:3]=[C:4]2[C:9](=[CH:10][C:11]=1[NH:27][CH2:22][CH2:23][CH:24]([CH3:26])[CH3:25])[O:8][CH:7]([C:13]([F:16])([F:15])[F:14])[C:6]([C:17]([O:19][CH2:20][CH3:21])=[O:18])=[CH:5]2, predict the reactants needed to synthesize it.